From a dataset of Full USPTO retrosynthesis dataset with 1.9M reactions from patents (1976-2016). Predict the reactants needed to synthesize the given product. Given the product [C:1]([O:4][C@@H:5]1[CH2:10][C@H:9]([C:11]2[CH:16]=[CH:15][N:14]=[CH:13][C:12]=2[NH2:17])[O:8][C@H:7]([CH3:20])[C@@:6]1([CH2:22][CH3:23])[OH:21])(=[O:3])[CH3:2].[C:1]([O:4][C@H:5]1[CH2:10][C@@H:9]([C:11]2[CH:16]=[CH:15][N:14]=[CH:13][C:12]=2[NH2:17])[O:8][C@@H:7]([CH3:20])[C@:6]1([CH2:22][CH3:23])[OH:21])(=[O:3])[CH3:2], predict the reactants needed to synthesize it. The reactants are: [C:1]([O:4][CH:5]1[CH2:10][CH:9]([C:11]2[CH:16]=[CH:15][N:14]=[CH:13][C:12]=2[N+:17]([O-])=O)[O:8][CH:7]([CH3:20])[C:6]1([CH2:22][CH3:23])[OH:21])(=[O:3])[CH3:2].